From a dataset of TCR-epitope binding with 47,182 pairs between 192 epitopes and 23,139 TCRs. Binary Classification. Given a T-cell receptor sequence (or CDR3 region) and an epitope sequence, predict whether binding occurs between them. (1) The epitope is LLLGIGILV. The TCR CDR3 sequence is CASSITSGSLNEQYF. Result: 1 (the TCR binds to the epitope). (2) The epitope is YLKLTDNVYIK. The TCR CDR3 sequence is CASSQRNDLKAFF. Result: 0 (the TCR does not bind to the epitope). (3) Result: 1 (the TCR binds to the epitope). The TCR CDR3 sequence is CASRKKVGFYEQYF. The epitope is KAYNVTQAF. (4) The epitope is KLNVGDYFV. The TCR CDR3 sequence is CATSVPEAGTDTQYF. Result: 0 (the TCR does not bind to the epitope). (5) The epitope is KRWIILGLNK. The TCR CDR3 sequence is CASSPGQFGNTIYF. Result: 1 (the TCR binds to the epitope). (6) Result: 1 (the TCR binds to the epitope). The epitope is PKYVKQNTLKLAT. The TCR CDR3 sequence is CASGATGHHNSPLHF. (7) The epitope is LPPIVAKEI. The TCR CDR3 sequence is CASSPPGQVGANVLTF. Result: 0 (the TCR does not bind to the epitope). (8) The epitope is FRYMNSQGL. The TCR CDR3 sequence is CASSQDGLAGYNEQFF. Result: 0 (the TCR does not bind to the epitope). (9) The epitope is PKYVKQNTLKLAT. The TCR CDR3 sequence is CASSGVPEQTPSYEQYF. Result: 1 (the TCR binds to the epitope).